Dataset: Forward reaction prediction with 1.9M reactions from USPTO patents (1976-2016). Task: Predict the product of the given reaction. (1) Given the reactants [CH3:1][NH2:2].Cl.C[Al](C)C.CO[C:10](=[O:30])[CH2:11][CH:12]([C:21]1[CH:29]=[C:28]2[C:24]([CH:25]=[CH:26][NH:27]2)=[CH:23][CH:22]=1)[C:13]1[CH:18]=[CH:17][CH:16]=[C:15]([O:19][CH3:20])[CH:14]=1, predict the reaction product. The product is: [NH:27]1[C:28]2[C:24](=[CH:23][CH:22]=[C:21]([CH:12]([C:13]3[CH:18]=[CH:17][CH:16]=[C:15]([O:19][CH3:20])[CH:14]=3)[CH2:11][C:10]([NH:2][CH3:1])=[O:30])[CH:29]=2)[CH:25]=[CH:26]1. (2) Given the reactants [Br:1][C:2]1[CH:3]=[C:4](O)[CH:5]=[C:6]([O:8][CH3:9])[CH:7]=1.C1(P(C2C=CC=CC=2)C2C=CC=CC=2)C=CC=CC=1.[C:30]([O:34][C:35]([N:37]1[CH2:42][CH2:41][CH:40]([OH:43])[CH2:39][CH2:38]1)=[O:36])([CH3:33])([CH3:32])[CH3:31].CC(OC(/N=N/C(OC(C)C)=O)=O)C, predict the reaction product. The product is: [Br:1][C:2]1[CH:3]=[C:4]([CH:5]=[C:6]([O:8][CH3:9])[CH:7]=1)[O:43][CH:40]1[CH2:41][CH2:42][N:37]([C:35]([O:34][C:30]([CH3:33])([CH3:31])[CH3:32])=[O:36])[CH2:38][CH2:39]1. (3) Given the reactants [CH:1]1([O:6][C:7]2[C:12]([NH:13][C:14](=[O:19])[C:15]([F:18])([F:17])[F:16])=[CH:11][C:10]([CH2:20][CH2:21][C:22]([O:24][CH3:25])=[O:23])=[CH:9][C:8]=2[C:26]2[CH:35]=[CH:34][C:33]3[C:28](=[CH:29][CH:30]=[CH:31][CH:32]=3)[CH:27]=2)[CH2:5][CH2:4][CH2:3][CH2:2]1.[H-].[Na+].CI.[C:40](OCC)(=O)C, predict the reaction product. The product is: [CH:1]1([O:6][C:7]2[C:8]([C:26]3[CH:35]=[CH:34][C:33]4[C:28](=[CH:29][CH:30]=[CH:31][CH:32]=4)[CH:27]=3)=[CH:9][C:10]([CH2:20][CH2:21][C:22]([O:24][CH3:25])=[O:23])=[CH:11][C:12]=2[N:13]([CH3:40])[C:14](=[O:19])[C:15]([F:17])([F:16])[F:18])[CH2:5][CH2:4][CH2:3][CH2:2]1. (4) Given the reactants Cl[C:2]1[N:10]=[C:9]2[C:5]([N:6]=[CH:7][N:8]2[CH3:11])=[C:4]([NH:12][C:13]2[CH:18]=[CH:17][C:16]([N+:19]([O-:21])=[O:20])=[CH:15][CH:14]=2)[N:3]=1.O.[NH2:23][NH2:24], predict the reaction product. The product is: [NH:23]([C:2]1[N:10]=[C:9]2[C:5]([N:6]=[CH:7][N:8]2[CH3:11])=[C:4]([NH:12][C:13]2[CH:18]=[CH:17][C:16]([N+:19]([O-:21])=[O:20])=[CH:15][CH:14]=2)[N:3]=1)[NH2:24].